From a dataset of Full USPTO retrosynthesis dataset with 1.9M reactions from patents (1976-2016). Predict the reactants needed to synthesize the given product. (1) The reactants are: [Cl:1][C:2]1[N:7]=[C:6](Cl)[CH:5]=[CH:4][N:3]=1.[CH3:9][O-:10].[Na+]. Given the product [Cl:1][C:2]1[N:7]=[C:6]([O:10][CH3:9])[CH:5]=[CH:4][N:3]=1, predict the reactants needed to synthesize it. (2) Given the product [Si:1]([O:18][CH2:19][C@@H:20]1[CH2:24][CH:23]=[CH:22][N:21]1[C:26]([O:28][C:29]([CH3:32])([CH3:31])[CH3:30])=[O:27])([C:14]([CH3:16])([CH3:17])[CH3:15])([C:8]1[CH:13]=[CH:12][CH:11]=[CH:10][CH:9]=1)[C:2]1[CH:7]=[CH:6][CH:5]=[CH:4][CH:3]=1, predict the reactants needed to synthesize it. The reactants are: [Si:1]([O:18][CH2:19][C@@H:20]1[CH2:24][CH2:23][C:22](=O)[N:21]1[C:26]([O:28][C:29]([CH3:32])([CH3:31])[CH3:30])=[O:27])([C:14]([CH3:17])([CH3:16])[CH3:15])([C:8]1[CH:13]=[CH:12][CH:11]=[CH:10][CH:9]=1)[C:2]1[CH:7]=[CH:6][CH:5]=[CH:4][CH:3]=1.C([BH-](CC)CC)C.[Li+].CCN(C(C)C)C(C)C.FC(F)(F)C(OC(=O)C(F)(F)F)=O.